This data is from Reaction yield outcomes from USPTO patents with 853,638 reactions. The task is: Predict the reaction yield, written as a fraction of the theoretical maximum amount of product (1.0 means a 100% yield; for example, 0.34 means a 34% yield). (1) The reactants are [CH2:1]([O:3][C:4](=[O:17])[C:5]([NH:7][NH:8][C:9](=[O:16])[C:10]1[CH:15]=[CH:14][CH:13]=[CH:12][CH:11]=1)=O)[CH3:2]. The catalyst is O=P(Cl)(Cl)Cl. The product is [CH2:1]([O:3][C:4]([C:5]1[O:16][C:9]([C:10]2[CH:15]=[CH:14][CH:13]=[CH:12][CH:11]=2)=[N:8][N:7]=1)=[O:17])[CH3:2]. The yield is 0.962. (2) The product is [C:20]([C:9]1[C@H:4]([NH2:5])[CH2:10][C@H:7]([CH2:6][OH:11])[CH:8]=1)(=[O:21])[CH3:14]. The yield is 0.850. The reactants are C([C:4]12[CH2:10][CH:7]([CH:8]=[CH:9]1)[C:6](=[O:11])[NH:5]2)(=O)C.[BH4-].[Na+].[CH3:14]CCCCC.[CH3:20][OH:21]. The catalyst is O.CC(O)CC.